Dataset: Full USPTO retrosynthesis dataset with 1.9M reactions from patents (1976-2016). Task: Predict the reactants needed to synthesize the given product. (1) Given the product [CH2:42]([O:49][C:50](=[O:51])[NH:52][CH2:53][C@H:54]1[CH2:59][CH2:58][C@H:57]([C:60](=[O:61])[NH:10][CH2:9][C:4]2[C:3]([Cl:2])=[N:8][CH:7]=[CH:6][N:5]=2)[CH2:56][CH2:55]1)[C:43]1[CH:48]=[CH:47][CH:46]=[CH:45][CH:44]=1, predict the reactants needed to synthesize it. The reactants are: Cl.[Cl:2][C:3]1[C:4]([CH2:9][NH2:10])=[N:5][CH:6]=[CH:7][N:8]=1.Cl.CN(C)CCCN=C=NCC.C(N(CC)C(C)C)(C)C.ON1C2C=CC=CC=2N=N1.[CH2:42]([O:49][C:50]([NH:52][CH2:53][C@H:54]1[CH2:59][CH2:58][C@H:57]([C:60](O)=[O:61])[CH2:56][CH2:55]1)=[O:51])[C:43]1[CH:48]=[CH:47][CH:46]=[CH:45][CH:44]=1. (2) Given the product [CH3:1][C:2]1[C:6]([C:7]2[CH:16]=[C:15]3[C:10]([C:11]([OH:20])=[CH:12][CH:13]=[N:14]3)=[CH:9][CH:8]=2)=[C:5]([CH3:21])[O:4][N:3]=1, predict the reactants needed to synthesize it. The reactants are: [CH3:1][C:2]1[C:6]([C:7]2[CH:16]=[C:15]3[C:10]([C:11]([OH:20])=[C:12](C([O-])=O)[CH:13]=[N:14]3)=[CH:9][CH:8]=2)=[C:5]([CH3:21])[O:4][N:3]=1.C1(OC2C=CC=CC=2)C=CC=CC=1. (3) The reactants are: [CH3:1][N:2]1[CH2:26][CH2:25][C:5]2=[C:6]([C:13]([C:15]3[CH:24]=[CH:23][C:18]([C:19]([O:21]C)=[O:20])=[CH:17][CH:16]=3)=[O:14])[C:7]3[C:12]([N:4]2[CH2:3]1)=[CH:11][CH:10]=[CH:9][CH:8]=3.[OH-].[Na+].P([O-])([O-])([O-])=O.[K+].[K+].[K+]. Given the product [CH3:1][N:2]1[CH2:26][CH2:25][C:5]2=[C:6]([C:13]([C:15]3[CH:24]=[CH:23][C:18]([C:19]([OH:21])=[O:20])=[CH:17][CH:16]=3)=[O:14])[C:7]3[C:12]([N:4]2[CH2:3]1)=[CH:11][CH:10]=[CH:9][CH:8]=3, predict the reactants needed to synthesize it. (4) The reactants are: [CH3:1][O:2][CH:3]([CH2:6][CH:7]([C:12]1[CH:17]=[CH:16][CH:15]=[CH:14][C:13]=1[CH2:18][CH2:19][CH2:20][NH:21][C:22]([O:24][C:25]([CH3:28])([CH3:27])[CH3:26])=[O:23])[CH:8]([O:10][CH3:11])[CH3:9])[CH2:4]O.C1(P(C2C=CC=CC=2)C2C=CC=CC=2)C=CC=CC=1.[Br:48]NC(=O)CCC(N)=O. Given the product [CH3:1][O:2][CH:3]([CH2:6][CH:7]([C:12]1[CH:17]=[CH:16][CH:15]=[CH:14][C:13]=1[CH2:18][CH2:19][CH2:20][NH:21][C:22]([O:24][C:25]([CH3:28])([CH3:27])[CH3:26])=[O:23])[CH:8]([O:10][CH3:11])[CH3:9])[CH2:4][Br:48], predict the reactants needed to synthesize it. (5) The reactants are: [C:1]([O:5][C:6]([NH:8][C@@H:9]1[CH2:14][CH2:13][CH2:12][N:11](C(OCC2C=CC=CC=2)=O)[C@@H:10]1[CH3:25])=[O:7])([CH3:4])([CH3:3])[CH3:2]. Given the product [CH3:25][C@@H:10]1[C@H:9]([NH:8][C:6](=[O:7])[O:5][C:1]([CH3:4])([CH3:3])[CH3:2])[CH2:14][CH2:13][CH2:12][NH:11]1, predict the reactants needed to synthesize it.